Predict which catalyst facilitates the given reaction. From a dataset of Catalyst prediction with 721,799 reactions and 888 catalyst types from USPTO. (1) Reactant: [CH2:1]([N:3]1[CH:7]=[C:6]([C:8](O)=[O:9])[CH:5]=[N:4]1)[CH3:2].B.Cl.C(=O)([O-])O.[Na+]. Product: [CH2:1]([N:3]1[CH:7]=[C:6]([CH2:8][OH:9])[CH:5]=[N:4]1)[CH3:2]. The catalyst class is: 7. (2) Reactant: F[C:2]1[CH:9]=[CH:8][CH:7]=[CH:6][C:3]=1[C:4]#[N:5].[NH:10]1[CH2:15][CH2:14][O:13][CH2:12][CH2:11]1. Product: [O:13]1[CH2:14][CH2:15][N:10]([C:2]2[CH:9]=[CH:8][CH:7]=[CH:6][C:3]=2[C:4]#[N:5])[CH2:11][CH2:12]1. The catalyst class is: 10. (3) Reactant: [NH:1]1[CH:5]=[C:4]([S:6](Cl)(=[O:8])=[O:7])[N:3]=[CH:2]1.Cl.[CH3:11][NH:12][CH3:13].C(N(CC)CC)C. Product: [CH3:11][N:12]([CH3:13])[S:6]([C:4]1[N:3]=[CH:2][NH:1][CH:5]=1)(=[O:8])=[O:7]. The catalyst class is: 4. (4) The catalyst class is: 7. Product: [C:1]12([C:8]3[CH2:12][CH:11]=[CH:10][CH:9]=3)[CH2:7][CH:4]([CH2:3][CH2:2]1)[CH2:5][CH2:6]2. Reactant: [C:1]12([C:8]3[C:12](=C)[CH:11]=[CH:10][CH:9]=3)[CH2:7][CH:4]([CH2:5][CH2:6]1)[CH2:3][CH2:2]2.[H-].[H-].[H-].[H-].[Li+].[Al+3].O.C(OCC)C.